Predict the product of the given reaction. From a dataset of Forward reaction prediction with 1.9M reactions from USPTO patents (1976-2016). (1) Given the reactants Br[C:2]1[C:7]([CH3:8])=[CH:6][C:5]([O:9][CH2:10][C:11]#[C:12][CH2:13][CH3:14])=[CH:4][C:3]=1[CH3:15].C([Li])(CC)C.CCCCCC.CN(C)[CH:29]=[O:30].[Cl-].[NH4+], predict the reaction product. The product is: [CH3:15][C:3]1[CH:4]=[C:5]([O:9][CH2:10][C:11]#[C:12][CH2:13][CH3:14])[CH:6]=[C:7]([CH3:8])[C:2]=1[CH:29]=[O:30]. (2) Given the reactants Br[C:2]1[CH:6]=[CH:5][S:4][CH:3]=1.[C:7]([NH:10][C:11]1[CH:16]=[CH:15][CH:14]=[CH:13][CH:12]=1)(=[O:9])[CH3:8], predict the reaction product. The product is: [C:11]1([N:10]([C:2]2[CH:6]=[CH:5][S:4][CH:3]=2)[C:7](=[O:9])[CH3:8])[CH:16]=[CH:15][CH:14]=[CH:13][CH:12]=1.